This data is from Merck oncology drug combination screen with 23,052 pairs across 39 cell lines. The task is: Regression. Given two drug SMILES strings and cell line genomic features, predict the synergy score measuring deviation from expected non-interaction effect. (1) Drug 1: COc1cc(C2c3cc4c(cc3C(OC3OC5COC(C)OC5C(O)C3O)C3COC(=O)C23)OCO4)cc(OC)c1O. Drug 2: NC(=O)c1cccc2cn(-c3ccc(C4CCCNC4)cc3)nc12. Cell line: MSTO. Synergy scores: synergy=-0.332. (2) Drug 1: O=c1[nH]cc(F)c(=O)[nH]1. Drug 2: CS(=O)(=O)CCNCc1ccc(-c2ccc3ncnc(Nc4ccc(OCc5cccc(F)c5)c(Cl)c4)c3c2)o1. Cell line: HT29. Synergy scores: synergy=4.53. (3) Drug 1: Cn1nnc2c(C(N)=O)ncn2c1=O. Drug 2: CCc1cnn2c(NCc3ccc[n+]([O-])c3)cc(N3CCCCC3CCO)nc12. Cell line: A2058. Synergy scores: synergy=8.24. (4) Drug 1: CN1C(=O)C=CC2(C)C3CCC4(C)C(NC(=O)OCC(F)(F)F)CCC4C3CCC12. Drug 2: CNC(=O)c1cc(Oc2ccc(NC(=O)Nc3ccc(Cl)c(C(F)(F)F)c3)cc2)ccn1. Cell line: SKMES1. Synergy scores: synergy=12.2. (5) Drug 1: COc1cccc2c1C(=O)c1c(O)c3c(c(O)c1C2=O)CC(O)(C(=O)CO)CC3OC1CC(N)C(O)C(C)O1. Synergy scores: synergy=23.1. Drug 2: Cn1cc(-c2cnn3c(N)c(Br)c(C4CCCNC4)nc23)cn1. Cell line: VCAP. (6) Drug 1: CC(C)CC(NC(=O)C(Cc1ccccc1)NC(=O)c1cnccn1)B(O)O. Drug 2: CCC1(O)C(=O)OCc2c1cc1n(c2=O)Cc2cc3c(CN(C)C)c(O)ccc3nc2-1. Cell line: MDAMB436. Synergy scores: synergy=0.991.